Task: Predict the reactants needed to synthesize the given product.. Dataset: Full USPTO retrosynthesis dataset with 1.9M reactions from patents (1976-2016) Given the product [Br:19][C:20]1[CH:27]=[CH:26][C:23]([CH2:24][C:2]([CH3:3])([CH3:4])[C:1]([OH:6])=[O:5])=[CH:22][CH:21]=1, predict the reactants needed to synthesize it. The reactants are: [C:1]([O:6]CC)(=[O:5])[CH:2]([CH3:4])[CH3:3].[Li+].C[Si]([N-][Si](C)(C)C)(C)C.[Br:19][C:20]1[CH:27]=[CH:26][C:23]([CH2:24]Br)=[CH:22][CH:21]=1.